From a dataset of Full USPTO retrosynthesis dataset with 1.9M reactions from patents (1976-2016). Predict the reactants needed to synthesize the given product. Given the product [F:21][C:20]([F:23])([F:22])[C:19]([NH:18][CH2:15]/[CH:16]=[CH:17]/[C:2]1[CH:7]=[CH:6][CH:5]=[C:4]([S:8][CH2:9][CH2:10][CH2:11][CH2:12][CH2:13][OH:14])[CH:3]=1)=[O:24], predict the reactants needed to synthesize it. The reactants are: Br[C:2]1[CH:3]=[C:4]([S:8][CH2:9][CH2:10][CH2:11][CH2:12][CH2:13][OH:14])[CH:5]=[CH:6][CH:7]=1.[CH2:15]([NH:18][C:19](=[O:24])[C:20]([F:23])([F:22])[F:21])[CH:16]=[CH2:17].